Task: Predict the reaction yield, written as a fraction of the theoretical maximum amount of product (1.0 means a 100% yield; for example, 0.34 means a 34% yield).. Dataset: Reaction yield outcomes from USPTO patents with 853,638 reactions The reactants are [C:1]([O:5][C:6]([N:8]1[CH:17]([CH:18]=[O:19])[CH2:16][C:11]2(OCC[O:12]2)[CH2:10][CH:9]1[CH2:20][CH3:21])=[O:7])([CH3:4])([CH3:3])[CH3:2].[BH4-].[Na+].[NH4+].[Cl-].[CH3:26]CN(C(C)C)C(C)C.CI.O.C1(C)C=CC(S(O)(=O)=O)=CC=1.C([O-])(O)=O.[Na+]. The catalyst is CO.CN(C=O)C.CC(C)=O. The product is [C:1]([O:5][C:6]([N:8]1[CH:17]([CH2:18][O:19][CH3:26])[CH2:16][C:11](=[O:12])[CH2:10][CH:9]1[CH2:20][CH3:21])=[O:7])([CH3:4])([CH3:3])[CH3:2]. The yield is 0.110.